This data is from Catalyst prediction with 721,799 reactions and 888 catalyst types from USPTO. The task is: Predict which catalyst facilitates the given reaction. Reactant: [Cl:1][C:2]1[CH:3]=[C:4]([O:13][CH2:14][C:15]23[CH2:22][CH2:21][C:18]([CH2:23][OH:24])([CH2:19][CH2:20]2)[CH2:17][CH2:16]3)[C:5]2[O:9][C:8]([CH3:11])([CH3:10])[CH2:7][C:6]=2[CH:12]=1.CC(OI1(OC(C)=O)(OC(C)=O)OC(=O)C2C=CC=CC1=2)=O.C([O-])(O)=O.[Na+].[O-]S([O-])(=S)=O.[Na+].[Na+]. Product: [Cl:1][C:2]1[CH:3]=[C:4]([O:13][CH2:14][C:15]23[CH2:20][CH2:19][C:18]([CH:23]=[O:24])([CH2:21][CH2:22]2)[CH2:17][CH2:16]3)[C:5]2[O:9][C:8]([CH3:10])([CH3:11])[CH2:7][C:6]=2[CH:12]=1. The catalyst class is: 4.